This data is from Catalyst prediction with 721,799 reactions and 888 catalyst types from USPTO. The task is: Predict which catalyst facilitates the given reaction. (1) Reactant: C(O[C:6](=O)[N:7]([CH2:9][CH:10]1[CH2:19][CH2:18][C:17]2[C:12](=[CH:13][C:14]([S:20]([C:23]3[CH:28]=[CH:27][CH:26]=[CH:25][CH:24]=3)(=[O:22])=[O:21])=[CH:15][CH:16]=2)[O:11]1)C)(C)(C)C.C(O)(C(F)(F)F)=O. Product: [C:23]1([S:20]([C:14]2[CH:13]=[C:12]3[C:17]([CH2:18][CH2:19][CH:10]([CH2:9][NH:7][CH3:6])[O:11]3)=[CH:16][CH:15]=2)(=[O:22])=[O:21])[CH:24]=[CH:25][CH:26]=[CH:27][CH:28]=1. The catalyst class is: 2. (2) Reactant: [CH3:1][NH:2][N:3]=[CH:4][C:5](=[O:7])[CH3:6].[CH2:8]([C:14]1[CH:19]=[CH:18][C:17]([C:20](=O)[CH:21]=[O:22])=[CH:16][CH:15]=1)[CH2:9][CH2:10][CH2:11][CH2:12][CH3:13].C(Cl)(Cl)Cl.CCCCCC.C(OCC)(=O)C. Product: [CH2:8]([C:14]1[CH:19]=[CH:18][C:17]([C:20]2[N:2]([CH3:1])[N:3]=[C:4]([C:5](=[O:7])[CH3:6])[C:21]=2[OH:22])=[CH:16][CH:15]=1)[CH2:9][CH2:10][CH2:11][CH2:12][CH3:13]. The catalyst class is: 15. (3) The catalyst class is: 16. Product: [CH3:1][N:2]1[CH:6]=[C:5]2[C:4]([C:24](=[O:33])[NH:25][CH2:26][CH:27]3[CH2:28][N:29]([CH2:22][CH2:21][N:19]4[CH:20]=[C:16]([C:12]5[N:11]=[C:10]([C:8](=[O:9])[NH:7]2)[CH:15]=[CH:14][CH:13]=5)[CH:17]=[N:18]4)[CH2:30][CH2:31][O:32]3)=[N:3]1. Reactant: [CH3:1][N:2]1[CH:6]=[C:5]([NH:7][C:8]([C:10]2[CH:15]=[CH:14][CH:13]=[C:12]([C:16]3[CH:17]=[N:18][N:19]([CH2:21][CH2:22]Cl)[CH:20]=3)[N:11]=2)=[O:9])[C:4]([C:24](=[O:33])[NH:25][CH2:26][CH:27]2[O:32][CH2:31][CH2:30][NH:29][CH2:28]2)=[N:3]1.C(N(C(C)C)C(C)C)C.[I-].[K+]. (4) Product: [CH:9]1([C:5]2[CH:6]=[C:7]([F:8])[C:2]3[NH:1][C:31](=[O:32])[N:12]([CH:13]4[CH2:18][CH2:17][N:16]([C:19]([O:21][C:22]([CH3:25])([CH3:24])[CH3:23])=[O:20])[CH2:15][CH2:14]4)[C:3]=3[CH:4]=2)[CH2:11][CH2:10]1. Reactant: [NH2:1][C:2]1[C:7]([F:8])=[CH:6][C:5]([CH:9]2[CH2:11][CH2:10]2)=[CH:4][C:3]=1[NH:12][CH:13]1[CH2:18][CH2:17][N:16]([C:19]([O:21][C:22]([CH3:25])([CH3:24])[CH3:23])=[O:20])[CH2:15][CH2:14]1.C1N=CN([C:31](N2C=NC=C2)=[O:32])C=1. The catalyst class is: 7. (5) Reactant: [CH3:1][O:2][C:3]([NH:5][C@@H:6]([CH:10]([CH3:12])[CH3:11])[C:7]([OH:9])=O)=[O:4].CN(C(ON1N=NC2C=CC=NC1=2)=[N+](C)C)C.F[P-](F)(F)(F)(F)F.CCN(C(C)C)C(C)C.Cl.[F:47][C:48]1([F:94])[CH2:52][NH:51][C@H:50]([C:53]2[NH:54][C:55]([C:58]3[CH:59]=[N:60][C:61]([C:64]4[CH:69]=[CH:68][C:67]([C:70]5[N:71]=[C:72]([C@@H:75]6[CH2:87][N:85]7[C:86]8[CH:78]([C@@H:79]([NH:88][C:89](=[O:92])[O:90][CH3:91])[CH2:80][CH2:81][C:82]=8[CH:83]=[CH:84]7)[C:77](=[O:93])[CH2:76]6)[NH:73][CH:74]=5)=[CH:66][CH:65]=4)=[N:62][CH:63]=3)=[CH:56][N:57]=2)[CH2:49]1. Product: [CH3:91][O:90][C:89](=[O:92])[NH:88][C@@H:79]1[CH:78]2[C:77](=[O:93])[CH2:76][C@H:75]([C:72]3[NH:73][CH:74]=[C:70]([C:67]4[CH:68]=[CH:69][C:64]([C:61]5[N:62]=[CH:63][C:58]([C:55]6[NH:54][C:53]([C@@H:50]7[CH2:49][C:48]([F:47])([F:94])[CH2:52][N:51]7[C:7](=[O:9])[CH:6]([NH:5][C:3]([O:2][CH3:1])=[O:4])[CH:10]([CH3:12])[CH3:11])=[N:57][CH:56]=6)=[CH:59][N:60]=5)=[CH:65][CH:66]=4)[N:71]=3)[CH2:87][N:85]3[C:86]2=[C:82]([CH:83]=[CH:84]3)[CH2:81][CH2:80]1. The catalyst class is: 3. (6) Reactant: C[O-].[Na+].C(O[C:7]([C:9]1[N:10]([C:17]2[CH:22]=[CH:21][CH:20]=[CH:19][C:18]=2[Cl:23])[CH:11]=[C:12]([C:15]#[N:16])[C:13]=1[NH2:14])=[O:8])C.O.Cl.[CH:26]([NH2:28])=O. Product: [Cl:23][C:18]1[CH:19]=[CH:20][CH:21]=[CH:22][C:17]=1[N:10]1[C:9]2[C:7](=[O:8])[NH:28][CH:26]=[N:14][C:13]=2[C:12]([C:15]#[N:16])=[CH:11]1. The catalyst class is: 5.